The task is: Regression. Given a peptide amino acid sequence and an MHC pseudo amino acid sequence, predict their binding affinity value. This is MHC class II binding data.. This data is from Peptide-MHC class II binding affinity with 134,281 pairs from IEDB. (1) The peptide sequence is GEALSTLVVNKIRGT. The MHC is DRB1_0802 with pseudo-sequence DRB1_0802. The binding affinity (normalized) is 0.450. (2) The binding affinity (normalized) is 0.493. The peptide sequence is GSHEVNGTWMIHTLE. The MHC is DRB1_0901 with pseudo-sequence DRB1_0901. (3) The peptide sequence is YDKFLAKVSTVLTGK. The MHC is DRB1_1302 with pseudo-sequence DRB1_1302. The binding affinity (normalized) is 0.614.